Dataset: Reaction yield outcomes from USPTO patents with 853,638 reactions. Task: Predict the reaction yield, written as a fraction of the theoretical maximum amount of product (1.0 means a 100% yield; for example, 0.34 means a 34% yield). (1) The reactants are [N:1]1[C:10]2[C:5](=[CH:6][C:7]([CH:11]([CH3:15])[C:12](O)=O)=[CH:8][CH:9]=2)[CH:4]=[CH:3][CH:2]=1.[C:16]1([C:22]2[N:27]=[N:26][C:25]([NH:28][NH2:29])=[CH:24][CH:23]=2)[CH:21]=[CH:20][CH:19]=[CH:18][CH:17]=1.Cl. The catalyst is C([O-])(O)=O.[Na+]. The product is [C:16]1([C:22]2[CH:23]=[CH:24][C:25]3[N:26]([C:12]([CH:11]([C:7]4[CH:6]=[C:5]5[C:10](=[CH:9][CH:8]=4)[N:1]=[CH:2][CH:3]=[CH:4]5)[CH3:15])=[N:29][N:28]=3)[N:27]=2)[CH:17]=[CH:18][CH:19]=[CH:20][CH:21]=1. The yield is 0.530. (2) The reactants are [CH2:1]([O:8][C:9]1[CH:14]=[CH:13][C:12]([O:15][C:16]([F:19])([F:18])[F:17])=[CH:11][C:10]=1Br)[C:2]1[CH:7]=[CH:6][CH:5]=[CH:4][CH:3]=1.[CH3:21][N:22]1[C:26](B(O)O)=[CH:25][CH:24]=[N:23]1.C1(P(C2CCCCC2)C2CCCCC2)CCCCC1.P([O-])([O-])([O-])=O.[K+].[K+].[K+]. The catalyst is O1CCOCC1.O.C1(/C=C/C(=O)/C=C/C2C=CC=CC=2)C=CC=CC=1.[Pd]. The product is [CH2:1]([O:8][C:9]1[CH:14]=[CH:13][C:12]([O:15][C:16]([F:19])([F:18])[F:17])=[CH:11][C:10]=1[C:26]1[N:22]([CH3:21])[N:23]=[CH:24][CH:25]=1)[C:2]1[CH:7]=[CH:6][CH:5]=[CH:4][CH:3]=1. The yield is 0.700. (3) The reactants are [N:1]1[N:5]2[CH:6]=[CH:7][N:8]=[CH:9][C:4]2=[C:3]([C:10]([NH2:12])=O)[CH:2]=1.C(=O)([O-])O.[Na+].[OH-].[Na+]. The catalyst is P(Cl)(Cl)(Cl)=O. The product is [N:1]1[N:5]2[CH:6]=[CH:7][N:8]=[CH:9][C:4]2=[C:3]([C:10]#[N:12])[CH:2]=1. The yield is 0.520. (4) The reactants are Cl.[C:2]([O:8][CH3:9])(OC)(OC)[CH3:3].[NH2:10][C:11]1[C:12]([NH:33][CH3:34])=[N:13][C:14]([O:28]CCOC)=[CH:15][C:16]=1[NH:17][CH2:18][C:19]1[C:24]([CH3:25])=[CH:23][CH:22]=[CH:21][C:20]=1[CH2:26][CH3:27].[C:35]([OH:42])(=[O:41])/[CH:36]=[CH:37]/[C:38]([OH:40])=[O:39]. The catalyst is C(O)C.CC(C)=O.O. The product is [C:35]([OH:42])(=[O:41])/[CH:36]=[CH:37]/[C:38]([OH:40])=[O:39].[CH2:26]([C:20]1[CH:21]=[CH:22][CH:23]=[C:24]([CH3:25])[C:19]=1[CH2:18][NH:17][C:16]1[CH:15]=[C:14]([O:28][CH2:3][CH2:2][O:8][CH3:9])[N:13]=[C:12]2[N:33]([CH3:34])[C:35]([CH3:36])=[N:10][C:11]=12)[CH3:27]. The yield is 0.210. (5) The reactants are [Al+3].[Cl-].[Cl-].[Cl-].[C:5](Cl)(=[O:7])[CH3:6].C[O:10][C:11]1[CH:16]=[CH:15][C:14]([C:17]2([C:20]([O:22][CH3:23])=[O:21])[CH2:19][CH2:18]2)=[CH:13][CH:12]=1. The catalyst is C(=S)=S. The product is [CH3:23][O:22][C:20]([C:17]1([C:14]2[CH:15]=[CH:16][C:11]([OH:10])=[C:12]([C:5](=[O:7])[CH3:6])[CH:13]=2)[CH2:19][CH2:18]1)=[O:21]. The yield is 0.810. (6) The reactants are [F:1][C:2]1[CH:7]=[CH:6][C:5]([CH2:8][C:9]#[N:10])=[CH:4][CH:3]=1.Br[CH2:12][CH2:13][CH2:14]Br.[H-].[Na+].CC(O)C. The catalyst is CCOCC.CS(C)=O.O. The product is [F:1][C:2]1[CH:7]=[CH:6][C:5]([C:8]2([C:9]#[N:10])[CH2:14][CH2:13][CH2:12]2)=[CH:4][CH:3]=1. The yield is 0.610. (7) The reactants are Br[C:2]1[S:3][CH:4]=[CH:5][N:6]=1.[Br:7][C:8]1[CH:9]=[C:10]2[C:14](=[CH:15][CH:16]=1)[NH:13][CH:12]=[CH:11]2.C(=O)([O-])[O-].[Cs+].[Cs+]. The catalyst is CN(C=O)C. The product is [Br:7][C:8]1[CH:9]=[C:10]2[C:14](=[CH:15][CH:16]=1)[N:13]([C:2]1[S:3][CH:4]=[CH:5][N:6]=1)[CH:12]=[CH:11]2. The yield is 0.527. (8) The reactants are [CH2:1]([O:3][C:4]([C:6]1[O:7][C:8]2[CH:15]=[CH:14][CH:13]=[C:12]([NH2:16])[C:9]=2[C:10]=1[CH3:11])=[O:5])[CH3:2].[S:17]1[CH:21]=[CH:20][CH:19]=[C:18]1[S:22](Cl)(=[O:24])=[O:23]. No catalyst specified. The product is [CH2:1]([O:3][C:4]([C:6]1[O:7][C:8]2[CH:15]=[CH:14][CH:13]=[C:12]([NH:16][S:22]([C:18]3[S:17][CH:21]=[CH:20][CH:19]=3)(=[O:24])=[O:23])[C:9]=2[C:10]=1[CH3:11])=[O:5])[CH3:2]. The yield is 0.680. (9) The reactants are [CH:1]12[CH2:6][CH:5]1[CH2:4][N:3]([C:7]1[N:12]=[C:11]([NH:13][CH2:14][C:15]3[CH:20]=[CH:19][C:18]([O:21][CH3:22])=[C:17]([Cl:23])[CH:16]=3)[C:10]([C:24](O)=[O:25])=[CH:9][N:8]=1)[CH2:2]2.[N:27]1([CH2:33][CH2:34][NH2:35])[CH2:32][CH2:31][O:30][CH2:29][CH2:28]1.C(N(CC)CC)C.CN(C(ON1N=NC2C=CC=NC1=2)=[N+](C)C)C.F[P-](F)(F)(F)(F)F. The catalyst is C1COCC1. The product is [CH:1]12[CH2:6][CH:5]1[CH2:4][N:3]([C:7]1[N:12]=[C:11]([NH:13][CH2:14][C:15]3[CH:20]=[CH:19][C:18]([O:21][CH3:22])=[C:17]([Cl:23])[CH:16]=3)[C:10]([C:24]([NH:35][CH2:34][CH2:33][N:27]3[CH2:32][CH2:31][O:30][CH2:29][CH2:28]3)=[O:25])=[CH:9][N:8]=1)[CH2:2]2. The yield is 0.365. (10) The reactants are [CH3:1][O:2][C:3]([C:5]1[C:13]([Cl:14])=[C:12]2[C:8]([CH:9]=[CH:10][NH:11]2)=[CH:7][CH:6]=1)=[O:4].[F:15][C:16]1[CH:21]=[CH:20][C:19](I)=[CH:18][CH:17]=1. No catalyst specified. The product is [CH3:1][O:2][C:3]([C:5]1[C:13]([Cl:14])=[C:12]2[C:8]([CH:9]=[CH:10][N:11]2[C:19]2[CH:20]=[CH:21][C:16]([F:15])=[CH:17][CH:18]=2)=[CH:7][CH:6]=1)=[O:4]. The yield is 0.100.